From a dataset of Acute oral toxicity (LD50) regression data from Zhu et al.. Regression/Classification. Given a drug SMILES string, predict its toxicity properties. Task type varies by dataset: regression for continuous values (e.g., LD50, hERG inhibition percentage) or binary classification for toxic/non-toxic outcomes (e.g., AMES mutagenicity, cardiotoxicity, hepatotoxicity). Dataset: ld50_zhu. (1) The compound is CNC(=O)ON=C1C2CCC(C2)C1(C)[N+](=O)[O-]. The rat oral LD50 is 4.00, given as -log10 of the dose in mol/kg body weight (higher means more acutely toxic). (2) The rat oral LD50 is 0.536, given as -log10 of the dose in mol/kg body weight (higher means more acutely toxic). The molecule is CCCCCCOC(C)=O. (3) The drug is O=c1c2ccccc2nc2n1OCC2. The rat oral LD50 is 2.68, given as -log10 of the dose in mol/kg body weight (higher means more acutely toxic).